Regression. Given a peptide amino acid sequence and an MHC pseudo amino acid sequence, predict their binding affinity value. This is MHC class I binding data. From a dataset of Peptide-MHC class I binding affinity with 185,985 pairs from IEDB/IMGT. (1) The peptide sequence is VASAGISYKD. The MHC is HLA-B57:01 with pseudo-sequence HLA-B57:01. The binding affinity (normalized) is 0.219. (2) The peptide sequence is FYPPVLQPI. The MHC is HLA-C04:01 with pseudo-sequence HLA-C04:01. The binding affinity (normalized) is 0.0847. (3) The peptide sequence is MSQMPPHPY. The MHC is HLA-A02:16 with pseudo-sequence HLA-A02:16. The binding affinity (normalized) is 0.0847. (4) The peptide sequence is RANNNRLPK. The MHC is HLA-B48:01 with pseudo-sequence HLA-B48:01. The binding affinity (normalized) is 0.0847. (5) The peptide sequence is QPWTPVSSF. The MHC is HLA-A03:01 with pseudo-sequence HLA-A03:01. The binding affinity (normalized) is 0.0847. (6) The peptide sequence is YLPEVISTI. The MHC is HLA-B35:01 with pseudo-sequence HLA-B35:01. The binding affinity (normalized) is 0.